Binary Classification. Given a miRNA mature sequence and a target amino acid sequence, predict their likelihood of interaction. From a dataset of Experimentally validated miRNA-target interactions with 360,000+ pairs, plus equal number of negative samples. (1) The miRNA is hsa-miR-561-3p with sequence CAAAGUUUAAGAUCCUUGAAGU. The protein sequence of the target gene is MGNISSNISAFQSLHIVMLGLDSAGKTTVLYRLKFNEFVNTVPTIGFNTEKIKLSNGTAKGISCHFWDVGGQEKLRPLWKSYSRCTDGIIYVVDSVDVDRLEEAKTELHKVTKFAENQGTPLLVIANKQDLPKSLPVAEIEKQLALHELIPATTYHVQPACAIIGEGLTEGMDKLYEMILKRRKSLKQKKKR. Result: 1 (interaction). (2) The miRNA is hsa-miR-20a-3p with sequence ACUGCAUUAUGAGCACUUAAAG. The protein sequence of the target gene is MAALAGDEAWRCRGCGTYVPLSQRLYRTANEAWHGSCFRCSECQESLTNWYYEKDGKLYCHKDYWAKFGEFCHGCSLLMTGPAMVAGEFKYHPECFACMSCKVIIEDGDAYALVQHATLYCGKCHNEVVLAPMFERLSTESVQDQLPYSVTLISMPATTECRRGFSVTVESASSNYATTVQVKEVNRMHISPNNRNAIHPGDRILEINGTPVRTLRVEEVEDAIKQTSQTLQLLIEHDPVPQRLDQLRLDARLPPHMQSTGHTLMLSTLDTKENQEGTLRRRSLRRSNSISKSPGPSSPK.... Result: 0 (no interaction). (3) The miRNA is mmu-miR-467h with sequence AUAAGUGUGUGCAUGUAUAUGU. Result: 0 (no interaction). The protein sequence of the target gene is MFLWLFLIVSALISSTNADSDISVEICNVCSCVSVENVLYVNCEKVSVYRPNQLKPPWSNFYHLNFQNNFLNILYPNTFVNFSHAVSLHLGNNKLQNIEGGAFLGLSALKQLHLNNNELKILRADTFLGIENLEYLQADYNLIKYIERGAFNKLHKLKVLILNDNLISFLPDNIFRFASLTHLDIRGNRIQKLPYIGVLEHIGRVVELQLEDNPWNCSCDLLPLKAWLENMPYNIYIGEAICETPSDLYGRLLKETNKQELCPMGTGSDFDVRILPPSQQENGFTTPNGHTTQTTLHRLV.... (4) The miRNA is mmu-miR-3072-3p with sequence UGCCCCCUCCAGGAAGCCUUCU. The protein sequence of the target gene is MSKLGRAARGLRKPEVGGVIRAIVRAGLAMPGPPLGPVLGQRGVSINQFCKEFNERTKDIKEGIPLPTKILVKPDRTFEIKIGQPTVSYFLKAAAGIEKGARQTGKEVAGLVTLKHVYEIARIKAQDEAFALQDVPLSSVVRSIIGSARSLGIRVVKDLSSEELAAFQKERAIFLAAQKEADLAAQEEAAKK. Result: 0 (no interaction). (5) The miRNA is hsa-miR-3613-3p with sequence ACAAAAAAAAAAGCCCAACCCUUC. The protein sequence of the target gene is MRLPDVQLWLVLLWALVRAQGTGSVCPSCGGSKLAPQAERALVLELAKQQILDGLHLTSRPRITHPPPQAALTRALRRLQPGSVAPGNGEEVISFATVTDSTSAYSSLLTFHLSTPRSHHLYHARLWLHVLPTLPGTLCLRIFRWGPRRRRQGSRTLLAEHHITNLGWHTLTLPSSGLRGEKSGVLKLQLDCRPLEGNSTVTGQPRRLLDTAGHQQPFLELKIRANEPGAGRARRRTPTCEPATPLCCRRDHYVDFQELGWRDWILQPEGYQLNYCSGQCPPHLAGSPGIAASFHSAVFS.... Result: 0 (no interaction). (6) The miRNA is hsa-miR-1294 with sequence UGUGAGGUUGGCAUUGUUGUCU. The protein sequence of the target gene is MQQPRVESDIIGAGEGPQRAVPWSAWIIRQDWVRWWVCHIPRSWTQWWNTSGWRQPLQRMLWGLEGTLYLLLALMLCHALFTTGSYLLSSLWPVVAVMWSHLLPAILLLVLSALPALLFAASFLLLFSTLLSLVGLLTSMTQPGYAQDLDQ. Result: 0 (no interaction). (7) The miRNA is hsa-miR-6755-5p with sequence UAGGGUAGACACUGACAACGUU. The protein sequence of the target gene is MRGPSGALWLLLALRTVLGGMEVRWCATSDPEQHKCGNMSEAFREAGIQPSLLCVRGTSADHCVQLIAAQEADAITLDGGAIYEAGKEHGLKPVVGEVYDQEVGTSYYAVAVVRRSSHVTIDTLKGVKSCHTGINRTVGWNVPVGYLVESGRLSVMGCDVLKAVSDYFGGSCVPGAGETSYSESLCRLCRGDSSGEGVCDKSPLERYYDYSGAFRCLAEGAGDVAFVKHSTVLENTDGKTLPSWGQALLSQDFELLCRDGSRADVTEWRQCHLARVPAHAVVVRADTDGGLIFRLLNEGQ.... Result: 0 (no interaction). (8) The miRNA is hsa-miR-5699-3p with sequence UCCUGUCUUUCCUUGUUGGAGC. The protein sequence of the target gene is MSKRGMSSRAKGDKAEALAALQAANEDLRAKLTDIQIELQQEKSKVSKVEREKNQELRQVREHEQHKTAVLLTELKTKLHEEKMKELQAVRETLLRQHEAELLRVIKIKDNENQRLQALLSALRDGGPEKVKTVLLSEAKEEAKKGFEVEKVKMQQEISELKGAKRQVEEALTLVIQADKIKAAEIRSVYHLHQEEITRIKKECEREIRRLMEEIKFKDRAVFVLERELGVQAGHAQRLQLQKEALDEQLSQVREADRHPGSPRRELPHAAGAGDASDHSGSPEQQLDEKDARRFQLKIA.... Result: 1 (interaction).